From a dataset of Peptide-MHC class II binding affinity with 134,281 pairs from IEDB. Regression. Given a peptide amino acid sequence and an MHC pseudo amino acid sequence, predict their binding affinity value. This is MHC class II binding data. (1) The peptide sequence is YQKFLANVSTVLTGK. The MHC is DRB3_0202 with pseudo-sequence DRB3_0202. The binding affinity (normalized) is 0.937. (2) The peptide sequence is AAAQKEVSGVKGFTL. The MHC is DRB1_1101 with pseudo-sequence DRB1_1101. The binding affinity (normalized) is 0.244. (3) The peptide sequence is ARANESATILMTATP. The MHC is HLA-DQA10102-DQB10501 with pseudo-sequence HLA-DQA10102-DQB10501. The binding affinity (normalized) is 0.590.